From a dataset of NCI-60 drug combinations with 297,098 pairs across 59 cell lines. Regression. Given two drug SMILES strings and cell line genomic features, predict the synergy score measuring deviation from expected non-interaction effect. (1) Drug 1: CC1C(C(CC(O1)OC2CC(CC3=C2C(=C4C(=C3O)C(=O)C5=C(C4=O)C(=CC=C5)OC)O)(C(=O)C)O)N)O.Cl. Drug 2: B(C(CC(C)C)NC(=O)C(CC1=CC=CC=C1)NC(=O)C2=NC=CN=C2)(O)O. Cell line: HCC-2998. Synergy scores: CSS=13.1, Synergy_ZIP=-3.73, Synergy_Bliss=1.20, Synergy_Loewe=-0.0606, Synergy_HSA=-0.856. (2) Drug 1: CN1C2=C(C=C(C=C2)N(CCCl)CCCl)N=C1CCCC(=O)O.Cl. Drug 2: CCN(CC)CCCC(C)NC1=C2C=C(C=CC2=NC3=C1C=CC(=C3)Cl)OC. Cell line: SNB-19. Synergy scores: CSS=18.3, Synergy_ZIP=-6.87, Synergy_Bliss=0.696, Synergy_Loewe=0.187, Synergy_HSA=0.217.